From a dataset of NCI-60 drug combinations with 297,098 pairs across 59 cell lines. Regression. Given two drug SMILES strings and cell line genomic features, predict the synergy score measuring deviation from expected non-interaction effect. (1) Drug 1: CC12CCC3C(C1CCC2OP(=O)(O)O)CCC4=C3C=CC(=C4)OC(=O)N(CCCl)CCCl.[Na+]. Drug 2: COCCOC1=C(C=C2C(=C1)C(=NC=N2)NC3=CC=CC(=C3)C#C)OCCOC.Cl. Cell line: COLO 205. Synergy scores: CSS=-26.5, Synergy_ZIP=28.4, Synergy_Bliss=31.6, Synergy_Loewe=-18.0, Synergy_HSA=-4.73. (2) Drug 1: C1=CN(C=N1)CC(O)(P(=O)(O)O)P(=O)(O)O. Synergy scores: CSS=5.28, Synergy_ZIP=2.15, Synergy_Bliss=4.08, Synergy_Loewe=4.88, Synergy_HSA=2.99. Drug 2: CC(C)NC(=O)C1=CC=C(C=C1)CNNC.Cl. Cell line: HS 578T. (3) Drug 1: CN(CC1=CN=C2C(=N1)C(=NC(=N2)N)N)C3=CC=C(C=C3)C(=O)NC(CCC(=O)O)C(=O)O. Drug 2: B(C(CC(C)C)NC(=O)C(CC1=CC=CC=C1)NC(=O)C2=NC=CN=C2)(O)O. Cell line: RPMI-8226. Synergy scores: CSS=58.2, Synergy_ZIP=-3.56, Synergy_Bliss=-5.05, Synergy_Loewe=-13.7, Synergy_HSA=-5.30. (4) Drug 1: CC12CCC(CC1=CCC3C2CCC4(C3CC=C4C5=CN=CC=C5)C)O. Synergy scores: CSS=13.5, Synergy_ZIP=1.45, Synergy_Bliss=7.82, Synergy_Loewe=3.24, Synergy_HSA=5.00. Drug 2: CC1CCCC2(C(O2)CC(NC(=O)CC(C(C(=O)C(C1O)C)(C)C)O)C(=CC3=CSC(=N3)C)C)C. Cell line: SF-268. (5) Drug 1: C1=NC2=C(N1)C(=S)N=C(N2)N. Drug 2: CCC1(C2=C(COC1=O)C(=O)N3CC4=CC5=C(C=CC(=C5CN(C)C)O)N=C4C3=C2)O.Cl. Cell line: SK-OV-3. Synergy scores: CSS=39.7, Synergy_ZIP=-7.27, Synergy_Bliss=-3.69, Synergy_Loewe=-2.66, Synergy_HSA=-1.44.